This data is from TCR-epitope binding with 47,182 pairs between 192 epitopes and 23,139 TCRs. The task is: Binary Classification. Given a T-cell receptor sequence (or CDR3 region) and an epitope sequence, predict whether binding occurs between them. (1) The TCR CDR3 sequence is CASSPLAGGSLDTQYF. The epitope is FLNGSCGSV. Result: 1 (the TCR binds to the epitope). (2) The epitope is ATVVIGTSK. The TCR CDR3 sequence is CASSPGLHTEAFF. Result: 1 (the TCR binds to the epitope). (3) The epitope is FLNGSCGSV. The TCR CDR3 sequence is CASSQDTGDRGYNEQFF. Result: 0 (the TCR does not bind to the epitope).